From a dataset of Forward reaction prediction with 1.9M reactions from USPTO patents (1976-2016). Predict the product of the given reaction. (1) The product is: [N:34]1([C:30]2[CH:29]=[C:28]([N:17]([C:18]3[CH:19]=[CH:20][CH:21]=[CH:22][CH:23]=3)[C:16]3[CH:24]=[CH:25][CH:26]=[C:14]([C:12]4[N:11]=[CH:10][N:9]([C:3]5[C:2]([CH3:1])=[CH:7][CH:6]=[CH:5][C:4]=5[CH3:8])[CH:13]=4)[CH:15]=3)[CH:33]=[CH:32][CH:31]=2)[CH:38]=[CH:37][CH:36]=[N:35]1. Given the reactants [CH3:1][C:2]1[CH:7]=[CH:6][CH:5]=[C:4]([CH3:8])[C:3]=1[N:9]1[CH:13]=[C:12]([C:14]2[CH:15]=[C:16]([CH:24]=[CH:25][CH:26]=2)[NH:17][C:18]2[CH:23]=[CH:22][CH:21]=[CH:20][CH:19]=2)[N:11]=[CH:10]1.Br[C:28]1[CH:29]=[C:30]([N:34]2[CH:38]=[CH:37][CH:36]=[N:35]2)[CH:31]=[CH:32][CH:33]=1.CC(C)([O-])C.[Na+].C1(P(C2CCCCC2)C2C=CC=CC=2C2C(OC)=CC=CC=2OC)CCCCC1, predict the reaction product. (2) Given the reactants [CH2:1]([O:5][CH2:6][CH2:7][O:8][C:9]1[CH:14]=[CH:13][C:12]([C:15]2[CH:16]=[CH:17][C:18]3[N:24]([CH2:25][CH2:26][CH3:27])[CH2:23][CH2:22][C:21]([C:28](O)=[O:29])=[CH:20][C:19]=3[CH:31]=2)=[CH:11][CH:10]=1)[CH2:2][CH2:3][CH3:4].CN(C=O)C.S(Cl)(Cl)=O.[CH3:41][O:42][C:43]1[CH:44]=[C:45]([CH:47]=[CH:48][C:49]=1[S:50][CH2:51][C:52]1[CH:53]=[N:54][CH:55]=[CH:56][CH:57]=1)[NH2:46], predict the reaction product. The product is: [CH2:1]([O:5][CH2:6][CH2:7][O:8][C:9]1[CH:10]=[CH:11][C:12]([C:15]2[CH:16]=[CH:17][C:18]3[N:24]([CH2:25][CH2:26][CH3:27])[CH2:23][CH2:22][C:21]([C:28]([NH:46][C:45]4[CH:47]=[CH:48][C:49]([S:50][CH2:51][C:52]5[CH:53]=[N:54][CH:55]=[CH:56][CH:57]=5)=[C:43]([O:42][CH3:41])[CH:44]=4)=[O:29])=[CH:20][C:19]=3[CH:31]=2)=[CH:13][CH:14]=1)[CH2:2][CH2:3][CH3:4]. (3) Given the reactants [OH:1][C:2]1[C:3](=[O:13])[C:4]2[C:9]([C:10](=[O:12])[CH:11]=1)=[CH:8][CH:7]=[CH:6][CH:5]=2.[CH:14](=O)[CH2:15][CH2:16][CH3:17], predict the reaction product. The product is: [OH:1][C:2]1[C:3](=[O:13])[C:4]2[C:9]([C:10](=[O:12])[C:11]=1[CH:14]=[CH:15][CH2:16][CH3:17])=[CH:8][CH:7]=[CH:6][CH:5]=2. (4) Given the reactants [O:1]1[CH2:3][CH:2]1[CH2:4][O:5][C:6]1[CH:15]=[CH:14][CH:13]=[C:12]2[C:7]=1[CH:8]=[CH:9][CH:10]=[N:11]2.[CH:16]1[C:25]2[C:20](=[CH:21][CH:22]=[CH:23][CH:24]=2)[CH:19]=[CH:18][C:17]=1[N:26]1[CH2:33][CH:32]2[NH:34][CH2:35][CH:27]1[CH2:28][CH:29]=[CH:30][CH2:31]2.CCN(C(C)C)C(C)C, predict the reaction product. The product is: [CH:16]1[C:25]2[C:20](=[CH:21][CH:22]=[CH:23][CH:24]=2)[CH:19]=[CH:18][C:17]=1[N:26]1[CH2:33][CH:32]2[N:34]([CH2:3][CH:2]([OH:1])[CH2:4][O:5][C:6]3[CH:15]=[CH:14][CH:13]=[C:12]4[C:7]=3[CH:8]=[CH:9][CH:10]=[N:11]4)[CH2:35][CH:27]1[CH2:28][CH:29]=[CH:30][CH2:31]2.